The task is: Regression. Given two drug SMILES strings and cell line genomic features, predict the synergy score measuring deviation from expected non-interaction effect.. This data is from NCI-60 drug combinations with 297,098 pairs across 59 cell lines. (1) Drug 1: CCCS(=O)(=O)NC1=C(C(=C(C=C1)F)C(=O)C2=CNC3=C2C=C(C=N3)C4=CC=C(C=C4)Cl)F. Drug 2: CC1=C(C=C(C=C1)C(=O)NC2=CC(=CC(=C2)C(F)(F)F)N3C=C(N=C3)C)NC4=NC=CC(=N4)C5=CN=CC=C5. Cell line: SK-OV-3. Synergy scores: CSS=3.32, Synergy_ZIP=0.0772, Synergy_Bliss=2.98, Synergy_Loewe=0.395, Synergy_HSA=1.69. (2) Drug 1: CS(=O)(=O)CCNCC1=CC=C(O1)C2=CC3=C(C=C2)N=CN=C3NC4=CC(=C(C=C4)OCC5=CC(=CC=C5)F)Cl. Drug 2: C1=NNC2=C1C(=O)NC=N2. Cell line: MCF7. Synergy scores: CSS=-3.25, Synergy_ZIP=3.55, Synergy_Bliss=5.99, Synergy_Loewe=2.97, Synergy_HSA=-2.17. (3) Drug 1: CC12CCC3C(C1CCC2=O)CC(=C)C4=CC(=O)C=CC34C. Drug 2: C1C(C(OC1N2C=NC(=NC2=O)N)CO)O. Cell line: NCI-H460. Synergy scores: CSS=16.7, Synergy_ZIP=-2.36, Synergy_Bliss=-0.649, Synergy_Loewe=-1.63, Synergy_HSA=0.796. (4) Drug 1: C(=O)(N)NO. Drug 2: CC1CCC2CC(C(=CC=CC=CC(CC(C(=O)C(C(C(=CC(C(=O)CC(OC(=O)C3CCCCN3C(=O)C(=O)C1(O2)O)C(C)CC4CCC(C(C4)OC)O)C)C)O)OC)C)C)C)OC. Cell line: SN12C. Synergy scores: CSS=12.0, Synergy_ZIP=-4.07, Synergy_Bliss=-1.86, Synergy_Loewe=-10.4, Synergy_HSA=-1.14.